Dataset: Peptide-MHC class II binding affinity with 134,281 pairs from IEDB. Task: Regression. Given a peptide amino acid sequence and an MHC pseudo amino acid sequence, predict their binding affinity value. This is MHC class II binding data. (1) The peptide sequence is ALHIIAGTPEVHAVK. The MHC is HLA-DPA10103-DPB10201 with pseudo-sequence HLA-DPA10103-DPB10201. The binding affinity (normalized) is 0.291. (2) The peptide sequence is VTKKEEPVNIEAEPP. The MHC is DRB1_1302 with pseudo-sequence DRB1_1302. The binding affinity (normalized) is 0.479.